Dataset: Full USPTO retrosynthesis dataset with 1.9M reactions from patents (1976-2016). Task: Predict the reactants needed to synthesize the given product. Given the product [Cl:28][C:27]1[N:26]([CH3:29])[N:25]=[CH:24][C:23]=1[C:21]([NH:20][C:16]1[CH:15]=[C:14]([CH:19]=[CH:18][CH:17]=1)[C:12]([C:8]1[CH:7]=[C:6]2[C:11]([C:3](=[CH:2][NH:36][C:37]3[CH:38]=[CH:39][C:40]([CH2:43][CH2:44][C:45]([OH:47])=[O:46])=[CH:41][CH:42]=3)[C:4](=[O:30])[NH:5]2)=[CH:10][CH:9]=1)=[O:13])=[O:22], predict the reactants needed to synthesize it. The reactants are: O[CH:2]=[C:3]1[C:11]2[C:6](=[CH:7][C:8]([C:12]([C:14]3[CH:15]=[C:16]([NH:20][C:21]([C:23]4[CH:24]=[N:25][N:26]([CH3:29])[C:27]=4[Cl:28])=[O:22])[CH:17]=[CH:18][CH:19]=3)=[O:13])=[CH:9][CH:10]=2)[NH:5][C:4]1=[O:30].C1COCC1.[NH2:36][C:37]1[CH:42]=[CH:41][C:40]([CH2:43][CH2:44][C:45]([OH:47])=[O:46])=[CH:39][CH:38]=1.